The task is: Predict the reaction yield, written as a fraction of the theoretical maximum amount of product (1.0 means a 100% yield; for example, 0.34 means a 34% yield).. This data is from Reaction yield outcomes from USPTO patents with 853,638 reactions. (1) The reactants are [Br:1][C:2]1[CH:3]=[C:4]2[C:9](=[CH:10][CH:11]=1)[CH:8]=[C:7]([OH:12])[CH:6]=[CH:5]2.N1C=CN=C1.[Si:18](Cl)([C:21]([CH3:24])([CH3:23])[CH3:22])([CH3:20])[CH3:19]. The catalyst is CN(C=O)C. The product is [Br:1][C:2]1[CH:3]=[C:4]2[C:9](=[CH:10][CH:11]=1)[CH:8]=[C:7]([O:12][Si:18]([C:21]([CH3:24])([CH3:23])[CH3:22])([CH3:20])[CH3:19])[CH:6]=[CH:5]2. The yield is 0.980. (2) The reactants are [CH3:1][O:2][C:3]1[N:8]=[C:7]2[C:9]([CH3:23])([CH3:22])[N:10](CC3C=CC(OC)=CC=3)[C:11](=[O:12])[C:6]2=[CH:5][CH:4]=1.O.CCOC(C)=O. The catalyst is CC#N. The product is [CH3:1][O:2][C:3]1[N:8]=[C:7]2[C:9]([CH3:23])([CH3:22])[NH:10][C:11](=[O:12])[C:6]2=[CH:5][CH:4]=1. The yield is 0.630.